From a dataset of Full USPTO retrosynthesis dataset with 1.9M reactions from patents (1976-2016). Predict the reactants needed to synthesize the given product. (1) Given the product [C:1]1([C:22]2[N:27]=[CH:26][C:25]([CH2:28][C:29]#[N:30])=[CH:24][CH:23]=2)[CH:6]=[CH:5][CH:4]=[CH:3][CH:2]=1, predict the reactants needed to synthesize it. The reactants are: [C:1]1(B(O)O)[CH:6]=[CH:5][CH:4]=[CH:3][CH:2]=1.[O-]P([O-])([O-])=O.[K+].[K+].[K+].C(Cl)Cl.Cl[C:22]1[N:27]=[CH:26][C:25]([CH2:28][C:29]#[N:30])=[CH:24][CH:23]=1. (2) Given the product [Br:18][C:12]1[C:11]([O:19][CH3:20])=[C:10]([CH:8]([NH2:7])[CH3:9])[CH:15]=[C:14]([Cl:16])[C:13]=1[CH3:17], predict the reactants needed to synthesize it. The reactants are: C(OC(=O)[NH:7][CH:8]([C:10]1[CH:15]=[C:14]([Cl:16])[C:13]([CH3:17])=[C:12]([Br:18])[C:11]=1[O:19][CH3:20])[CH3:9])(C)(C)C.Cl.O1CCOCC1. (3) Given the product [O:8]1[CH2:13][CH2:12][N:11]([C:14]2[C:15]3[N:16]([C:20]([CH:35]4[CH2:40][CH2:39][N:38]([CH2:51][C:52]([O:54][C:55]([CH3:58])([CH3:57])[CH3:56])=[O:53])[CH2:37][CH2:36]4)=[C:21]([C:23]#[C:24][C:25]4[CH:34]=[CH:33][C:32]5[C:27](=[CH:28][CH:29]=[CH:30][CH:31]=5)[N:26]=4)[N:22]=3)[N:17]=[CH:18][CH:19]=2)[CH2:10][CH2:9]1, predict the reactants needed to synthesize it. The reactants are: OC(C(F)(F)F)=O.[O:8]1[CH2:13][CH2:12][N:11]([C:14]2[C:15]3[N:16]([C:20]([CH:35]4[CH2:40][CH2:39][NH:38][CH2:37][CH2:36]4)=[C:21]([C:23]#[C:24][C:25]4[CH:34]=[CH:33][C:32]5[C:27](=[CH:28][CH:29]=[CH:30][CH:31]=5)[N:26]=4)[N:22]=3)[N:17]=[CH:18][CH:19]=2)[CH2:10][CH2:9]1.CCN(C(C)C)C(C)C.Br[CH2:51][C:52]([O:54][C:55]([CH3:58])([CH3:57])[CH3:56])=[O:53]. (4) Given the product [F:20][C:19]([F:22])([F:21])[S:16]([O:7][C:3]1[CH2:4][CH2:5][CH2:6][C:1](=[O:8])[CH:2]=1)(=[O:17])=[O:15], predict the reactants needed to synthesize it. The reactants are: [C:1]1(=[O:8])[CH2:6][CH2:5][CH2:4][C:3](=[O:7])[CH2:2]1.C([O-])([O-])=O.[Na+].[Na+].[O:15](S(C(F)(F)F)(=O)=O)[S:16]([C:19]([F:22])([F:21])[F:20])(=O)=[O:17].